From a dataset of Full USPTO retrosynthesis dataset with 1.9M reactions from patents (1976-2016). Predict the reactants needed to synthesize the given product. (1) Given the product [CH:10]([O-:11])=[O:9].[F:35][C:32]1[CH:33]=[CH:34][C:29]([O:28][CH2:27][CH2:26][N+:1]23[CH2:8][CH2:7][CH:4]([CH2:5][CH2:6]2)[C@@H:3]([O:9][C:10]([C:12]2([C:19]4[CH:20]=[CH:21][CH:22]=[CH:23][CH:24]=4)[CH2:18][CH2:17][CH2:16][CH2:15][CH2:14][CH2:13]2)=[O:11])[CH2:2]3)=[CH:30][CH:31]=1, predict the reactants needed to synthesize it. The reactants are: [N:1]12[CH2:8][CH2:7][CH:4]([CH2:5][CH2:6]1)[C@@H:3]([O:9][C:10]([C:12]1([C:19]3[CH:24]=[CH:23][CH:22]=[CH:21][CH:20]=3)[CH2:18][CH2:17][CH2:16][CH2:15][CH2:14][CH2:13]1)=[O:11])[CH2:2]2.Br[CH2:26][CH2:27][O:28][C:29]1[CH:34]=[CH:33][C:32]([F:35])=[CH:31][CH:30]=1. (2) Given the product [C:27]([O:26][C:24]([NH:23][C@@:6]1([C:4]([OH:5])=[O:3])[CH2:11][C@H:10]([S:12][C:13]2[N:17]=[CH:16][NH:15][N:14]=2)[C@@H:9]2[C@H:7]1[C@H:8]2[C:18]([OH:20])=[O:19])=[O:25])([CH3:30])([CH3:28])[CH3:29], predict the reactants needed to synthesize it. The reactants are: C([O:3][C:4]([C@:6]1([NH:23][C:24]([O:26][C:27]([CH3:30])([CH3:29])[CH3:28])=[O:25])[CH2:11][C@H:10]([S:12][C:13]2[N:17]=[CH:16][NH:15][N:14]=2)[C@@H:9]2[C@H:7]1[C@H:8]2[C:18]([O:20]CC)=[O:19])=[O:5])C.[OH-].[Li+]. (3) Given the product [I:17][C:14]1[C:13]2[C:8](=[CH:9][CH:10]=[CH:11][CH:12]=2)[C:7](=[O:16])[N:6]([CH:3]([CH3:5])[CH3:4])[CH:15]=1, predict the reactants needed to synthesize it. The reactants are: [OH-].[K+].[CH:3]([N:6]1[CH:15]=[CH:14][C:13]2[C:8](=[CH:9][CH:10]=[CH:11][CH:12]=2)[C:7]1=[O:16])([CH3:5])[CH3:4].[I:17]I. (4) Given the product [CH2:1]([O:8][CH2:9][CH2:10][O:11][C:15]1[CH:24]=[C:23]2[C:18]([C:19](=[O:31])[NH:20][C:21]([C:25]3[CH:30]=[CH:29][N:28]=[CH:27][CH:26]=3)=[N:22]2)=[C:17]([O:32][CH3:33])[CH:16]=1)[C:2]1[CH:7]=[CH:6][CH:5]=[CH:4][CH:3]=1, predict the reactants needed to synthesize it. The reactants are: [CH2:1]([O:8][CH2:9][CH2:10][OH:11])[C:2]1[CH:7]=[CH:6][CH:5]=[CH:4][CH:3]=1.[H-].[Na+].F[C:15]1[CH:24]=[C:23]2[C:18]([C:19](=[O:31])[NH:20][C:21]([C:25]3[CH:30]=[CH:29][N:28]=[CH:27][CH:26]=3)=[N:22]2)=[C:17]([O:32][CH3:33])[CH:16]=1.O.